This data is from NCI-60 drug combinations with 297,098 pairs across 59 cell lines. The task is: Regression. Given two drug SMILES strings and cell line genomic features, predict the synergy score measuring deviation from expected non-interaction effect. Drug 1: C1C(C(OC1N2C=C(C(=O)NC2=O)F)CO)O. Drug 2: CCCCCOC(=O)NC1=NC(=O)N(C=C1F)C2C(C(C(O2)C)O)O. Cell line: HS 578T. Synergy scores: CSS=30.8, Synergy_ZIP=-8.93, Synergy_Bliss=-1.57, Synergy_Loewe=-34.2, Synergy_HSA=-0.203.